From a dataset of Full USPTO retrosynthesis dataset with 1.9M reactions from patents (1976-2016). Predict the reactants needed to synthesize the given product. The reactants are: [NH2:1][C@@H:2]1[CH2:7][CH2:6][C@H:5]([NH:8][C:9]([C:11]2[C:15]3[N:16]=[CH:17][N:18]=[C:19]([C:20]4[CH:25]=[CH:24][C:23]([O:26][CH3:27])=[CH:22][C:21]=4[O:28][CH2:29][CH2:30][O:31][CH3:32])[C:14]=3[NH:13][CH:12]=2)=[O:10])[CH2:4][CH2:3]1.[C:33](Cl)(=[O:35])[CH3:34]. Given the product [C:33]([NH:1][C@@H:2]1[CH2:7][CH2:6][C@H:5]([NH:8][C:9]([C:11]2[C:15]3[N:16]=[CH:17][N:18]=[C:19]([C:20]4[CH:25]=[CH:24][C:23]([O:26][CH3:27])=[CH:22][C:21]=4[O:28][CH2:29][CH2:30][O:31][CH3:32])[C:14]=3[NH:13][CH:12]=2)=[O:10])[CH2:4][CH2:3]1)(=[O:35])[CH3:34], predict the reactants needed to synthesize it.